Task: Predict the product of the given reaction.. Dataset: Forward reaction prediction with 1.9M reactions from USPTO patents (1976-2016) Given the reactants [F:1][C:2]1[CH:9]=[N:8][CH:7]=[C:6](F)[C:3]=1[CH:4]=O.O.[NH2:12][NH2:13].FC1C=NC=C(F)C=1C=O.O, predict the reaction product. The product is: [F:1][C:2]1[CH:9]=[N:8][CH:7]=[C:6]2[NH:12][N:13]=[CH:4][C:3]=12.